Dataset: Reaction yield outcomes from USPTO patents with 853,638 reactions. Task: Predict the reaction yield, written as a fraction of the theoretical maximum amount of product (1.0 means a 100% yield; for example, 0.34 means a 34% yield). (1) The reactants are CS(C)=O.C(Cl)(=O)C(Cl)=O.[CH2:11]([N:18]1[CH2:23][CH2:22][N:21]([C:24]([O:26][C:27]([CH3:30])([CH3:29])[CH3:28])=[O:25])[CH2:20][CH:19]1[CH2:31][OH:32])[C:12]1[CH:17]=[CH:16][CH:15]=[CH:14][CH:13]=1.C(N(CC)CC)C. The catalyst is C(Cl)Cl. The yield is 0.950. The product is [CH2:11]([N:18]1[CH2:23][CH2:22][N:21]([C:24]([O:26][C:27]([CH3:28])([CH3:29])[CH3:30])=[O:25])[CH2:20][CH:19]1[CH:31]=[O:32])[C:12]1[CH:17]=[CH:16][CH:15]=[CH:14][CH:13]=1. (2) The reactants are Br[C:2]([F:15])([F:14])[C:3]([F:13])([F:12])[CH2:4][CH2:5][CH2:6][C:7]([O:9][CH2:10][CH3:11])=[O:8].CO.[BH4-].[Na+]. The catalyst is O1CCCC1. The product is [F:12][C:3]([F:13])([CH:2]([F:14])[F:15])[CH2:4][CH2:5][CH2:6][C:7]([O:9][CH2:10][CH3:11])=[O:8]. The yield is 0.500. (3) The reactants are [CH:1]1([NH2:13])[C:11]2=[C:12]3[C:7](=[CH:8][CH:9]=[CH:10]2)[CH2:6][CH2:5][CH2:4][CH:3]3[CH2:2]1.C(=O)([O-])[O-].[K+].[K+].C(O)C.[I-].C([N+]1(C)[CH2:31][CH2:30][C:29](=[O:32])[CH2:28][CH2:27]1)C. The catalyst is O. The product is [CH:1]1([N:13]2[CH2:31][CH2:30][C:29](=[O:32])[CH2:28][CH2:27]2)[C:11]2=[C:12]3[C:7](=[CH:8][CH:9]=[CH:10]2)[CH2:6][CH2:5][CH2:4][CH:3]3[CH2:2]1. The yield is 0.140. (4) The catalyst is CCCC[N+](CCCC)(CCCC)CCCC.[I-].ClCCCl.C(Cl)Cl. The product is [Cl-:17].[Br:1][C:2]1[CH:15]=[CH:14][C:13]2[O:12][C:11]3[CH:10]=[CH:9][N+:8]([CH2:18][C:19]4[CH:24]=[CH:23][C:22]([O:25][CH3:26])=[CH:21][CH:20]=4)=[CH:7][C:6]=3[C:5](=[O:16])[C:4]=2[CH:3]=1. The yield is 0.808. The reactants are [Br:1][C:2]1[CH:15]=[CH:14][C:13]2[O:12][C:11]3[CH:10]=[CH:9][N:8]=[CH:7][C:6]=3[C:5](=[O:16])[C:4]=2[CH:3]=1.[Cl:17][CH2:18][C:19]1[CH:24]=[CH:23][C:22]([O:25][CH3:26])=[CH:21][CH:20]=1. (5) The reactants are [CH:1]([C:3]1[CH:8]=[CH:7][C:6]([C:9]#[C:10][C:11]2[CH:36]=[CH:35][C:14]([C:15]([N:17]([CH3:34])[C@:18]([CH3:33])([C:23]([NH:25][O:26][CH:27]3[CH2:32][CH2:31][CH2:30][CH2:29][O:28]3)=[O:24])[C:19]([NH:21][CH3:22])=[O:20])=[O:16])=[CH:13][CH:12]=2)=[CH:5][CH:4]=1)=O.Cl.[CH3:38][O:39][CH:40]1[CH2:43][NH:42][CH2:41]1. No catalyst specified. The product is [CH3:38][O:39][CH:40]1[CH2:43][N:42]([CH2:1][C:3]2[CH:4]=[CH:5][C:6]([C:9]#[C:10][C:11]3[CH:12]=[CH:13][C:14]([C:15]([N:17]([CH3:34])[C@:18]([CH3:33])([C:23]([NH:25][O:26][CH:27]4[CH2:32][CH2:31][CH2:30][CH2:29][O:28]4)=[O:24])[C:19]([NH:21][CH3:22])=[O:20])=[O:16])=[CH:35][CH:36]=3)=[CH:7][CH:8]=2)[CH2:41]1. The yield is 0.680. (6) The reactants are C(O[C:4]1[CH2:9][CH2:8][CH2:7][C:6](=[O:10])[CH:5]=1)C.[C:11]1([Mg]Br)[CH:16]=[CH:15][CH:14]=[CH:13][CH:12]=1.Cl. The catalyst is C1COCC1. The product is [C:11]1([C:4]2[CH2:9][CH2:8][CH2:7][C:6](=[O:10])[CH:5]=2)[CH:16]=[CH:15][CH:14]=[CH:13][CH:12]=1. The yield is 1.00. (7) The reactants are C([O:3][C:4]([C:6]1[CH:7]=[CH:8][C:9]2[S:13][C:12]([C:14]3[C:15]([CH3:20])=[N:16][NH:17][C:18]=3[NH2:19])=[N:11][C:10]=2[CH:21]=1)=O)C.[H-].[Al+3].[Li+].[H-].[H-].[H-].O.O.O.O.O.O.O.O.O.S([O-])([O-])(=O)=O.[Na+].[Na+]. The catalyst is C1COCC1. The product is [NH2:19][C:18]1[NH:17][N:16]=[C:15]([CH3:20])[C:14]=1[C:12]1[S:13][C:9]2[CH:8]=[CH:7][C:6]([CH2:4][OH:3])=[CH:21][C:10]=2[N:11]=1. The yield is 0.810. (8) The reactants are [F:1][C:2]([F:13])([F:12])[O:3][C:4]1[CH:11]=[CH:10][C:7]([CH:8]=O)=[CH:6][CH:5]=1.[NH2:14][C:15]1[N:16]=[N:17][C:18]([CH3:21])=[CH:19][CH:20]=1.C([O:24][C:25](=O)[C:26]([OH:40])=[CH:27][C:28]([C:30]1[CH:35]=[CH:34][C:33]([CH2:36][CH:37]([CH3:39])[CH3:38])=[CH:32][CH:31]=1)=[O:29])C. No catalyst specified. The product is [OH:40][C:26]1[C:25](=[O:24])[N:14]([C:15]2[N:16]=[N:17][C:18]([CH3:21])=[CH:19][CH:20]=2)[CH:8]([C:7]2[CH:10]=[CH:11][C:4]([O:3][C:2]([F:13])([F:12])[F:1])=[CH:5][CH:6]=2)[C:27]=1[C:28](=[O:29])[C:30]1[CH:35]=[CH:34][C:33]([CH2:36][CH:37]([CH3:38])[CH3:39])=[CH:32][CH:31]=1. The yield is 0.350. (9) The reactants are [NH2:1][C:2]1[N:7]=[N:6][C:5]([N:8]2[CH2:13][CH2:12][N:11]([C:14]([C:16]3[CH:21]=[CH:20][CH:19]=[CH:18][C:17]=3[C:22]([F:25])([F:24])[F:23])=[O:15])[CH2:10][CH2:9]2)=[CH:4][CH:3]=1.Cl[C:27]([O:29][C:30](Cl)(Cl)Cl)=[O:28].[CH3:34][C:35]([CH3:40])([CH3:39])[CH2:36]CO.C(N(CC)CC)C. The catalyst is O1CCOCC1. The product is [CH3:34][C:35]([CH3:40])([CH3:39])[CH2:36][CH2:30][O:29][C:27](=[O:28])[NH:1][C:2]1[N:7]=[N:6][C:5]([N:8]2[CH2:9][CH2:10][N:11]([C:14](=[O:15])[C:16]3[CH:21]=[CH:20][CH:19]=[CH:18][C:17]=3[C:22]([F:25])([F:24])[F:23])[CH2:12][CH2:13]2)=[CH:4][CH:3]=1. The yield is 0.110.